This data is from Catalyst prediction with 721,799 reactions and 888 catalyst types from USPTO. The task is: Predict which catalyst facilitates the given reaction. (1) Reactant: Cl.[F:2][C:3]1[CH:8]=[CH:7][C:6]([CH:9]([C:16]2[CH:21]=[CH:20][C:19]([F:22])=[CH:18][CH:17]=2)[CH:10]2[CH2:14][NH:13][CH2:12][C:11]2=[O:15])=[CH:5][CH:4]=1.C(NCC)(C)C.[OH:29][C:30]1[CH:37]=[CH:36][C:33]([CH2:34]O)=[CH:32][CH:31]=1. Product: [F:2][C:3]1[CH:8]=[CH:7][C:6]([CH:9]([C:16]2[CH:17]=[CH:18][C:19]([F:22])=[CH:20][CH:21]=2)[CH:10]2[CH2:14][N:13]([CH2:34][C:33]3[CH:36]=[CH:37][C:30]([OH:29])=[CH:31][CH:32]=3)[CH2:12][C:11]2=[O:15])=[CH:5][CH:4]=1. The catalyst class is: 4. (2) Reactant: C[O:2][C:3](=[O:28])[CH2:4][CH2:5][CH2:6][S:7][CH:8]1[CH:16]([CH2:17][C:18]2[C:27]3[C:22](=[CH:23][CH:24]=[CH:25][CH:26]=3)[CH:21]=[CH:20][CH:19]=2)[N:11]2[CH:12]=[CH:13][CH:14]=[CH:15][C:10]2=[N:9]1.O.[OH-].[Li+]. Product: [C:18]1([CH2:17][CH:16]2[N:11]3[CH:12]=[CH:13][CH:14]=[CH:15][C:10]3=[N:9][CH:8]2[S:7][CH2:6][CH2:5][CH2:4][C:3]([OH:28])=[O:2])[C:27]2[C:22](=[CH:23][CH:24]=[CH:25][CH:26]=2)[CH:21]=[CH:20][CH:19]=1. The catalyst class is: 20. (3) Reactant: [CH3:1][C:2]1([CH3:19])[O:6][C@@H:5]([C:7]([O:9]CC2C=CC=CC=2)=[O:8])[C:4]([CH3:18])([CH3:17])[O:3]1. Product: [CH3:1][C:2]1([CH3:19])[O:6][C@@H:5]([C:7]([OH:9])=[O:8])[C:4]([CH3:18])([CH3:17])[O:3]1. The catalyst class is: 43. (4) The catalyst class is: 62. Reactant: Br[C:2]1[S:3][C:4]2[CH:10]=[C:9]([CH2:11][N:12]3[C:16]4[CH:17]=[C:18]([O:23][CH3:24])[C:19]([O:21][CH3:22])=[CH:20][C:15]=4[N:14]=[CH:13]3)[CH:8]=[CH:7][C:5]=2[N:6]=1.[CH3:25][O:26][C:27]1[CH:33]=[CH:32][CH:31]=[CH:30][C:28]=1[NH2:29].C([O-])([O-])=O.[Cs+].[Cs+].C1(P(C2C=CC=CC=2)C2C3OC4C(=CC=CC=4P(C4C=CC=CC=4)C4C=CC=CC=4)C(C)(C)C=3C=CC=2)C=CC=CC=1. Product: [CH3:22][O:21][C:19]1[C:18]([O:23][CH3:24])=[CH:17][C:16]2[N:12]([CH2:11][C:9]3[CH:8]=[CH:7][C:5]4[N:6]=[C:2]([NH:29][C:28]5[CH:30]=[CH:31][CH:32]=[CH:33][C:27]=5[O:26][CH3:25])[S:3][C:4]=4[CH:10]=3)[CH:13]=[N:14][C:15]=2[CH:20]=1. (5) Reactant: [N:1]1[CH:6]=[CH:5][CH:4]=[CH:3][C:2]=1[N:7]1[C:19]2[CH:18]=[C:17]([OH:20])[CH:16]=[CH:15][C:14]=2[C:13]2[C:8]1=[CH:9][CH:10]=[CH:11][CH:12]=2.Br[C:22]1[CH:34]=[CH:33][C:32]2[C:31]3[C:26](=[CH:27][CH:28]=[CH:29][CH:30]=3)[N:25]([C:35]3[CH:40]=[CH:39][CH:38]=[CH:37][N:36]=3)[C:24]=2[CH:23]=1.N1C=CC=CC=1C(O)=O.P([O-])([O-])([O-])=O.[K+].[K+].[K+]. Product: [O:20]([C:22]1[CH:34]=[CH:33][C:32]2[C:31]3[C:26](=[CH:27][CH:28]=[CH:29][CH:30]=3)[N:25]([C:35]3[CH:40]=[CH:39][CH:38]=[CH:37][N:36]=3)[C:24]=2[CH:23]=1)[C:17]1[CH:16]=[CH:15][C:14]2[C:13]3[C:8](=[CH:9][CH:10]=[CH:11][CH:12]=3)[N:7]([C:2]3[CH:3]=[CH:4][CH:5]=[CH:6][N:1]=3)[C:19]=2[CH:18]=1. The catalyst class is: 156. (6) Reactant: [Cl:1][C:2]1[C:3]([OH:12])=[CH:4][C:5]([OH:11])=[C:6]([CH:10]=1)[C:7]([OH:9])=O.Cl.CN(C)CCCN=C=NCC.C1C=CC2N(O)N=NC=2C=1.Cl.Cl.[CH3:37][N:38]1[CH2:43][CH2:42][N:41]([C:44]2[CH:45]=[C:46]3[C:50](=[CH:51][CH:52]=2)[CH2:49][NH:48][CH2:47]3)[CH2:40][CH2:39]1.C(N(CC)CC)C. Product: [Cl:1][C:2]1[C:3]([OH:12])=[CH:4][C:5]([OH:11])=[C:6]([C:7]([N:48]2[CH2:47][C:46]3[C:50](=[CH:51][CH:52]=[C:44]([N:41]4[CH2:40][CH2:39][N:38]([CH3:37])[CH2:43][CH2:42]4)[CH:45]=3)[CH2:49]2)=[O:9])[CH:10]=1. The catalyst class is: 3. (7) Reactant: C([O:3][C:4](=[O:25])[CH2:5][CH2:6][CH2:7][CH2:8][CH2:9][CH2:10][N:11]([CH2:16][C:17]1[CH:22]=[CH:21][C:20]([CH:23]=C)=[CH:19][CH:18]=1)[S:12]([CH3:15])(=[O:14])=[O:13])C.C[N+]1([O-])CC[O:30]CC1. Product: [CH:23]([C:20]1[CH:21]=[CH:22][C:17]([CH2:16][N:11]([S:12]([CH3:15])(=[O:14])=[O:13])[CH2:10][CH2:9][CH2:8][CH2:7][CH2:6][CH2:5][C:4]([OH:3])=[O:25])=[CH:18][CH:19]=1)=[O:30]. The catalyst class is: 785. (8) Reactant: [Cl:1][C:2]1[CH:3]=[C:4]([N:12]2[CH2:17][CH2:16][N:15](C(OC(C)(C)C)=O)[CH2:14][CH2:13]2)[C:5]2[O:10][CH2:9][CH2:8][O:7][C:6]=2[CH:11]=1.O(CC)CC.Cl. Product: [ClH:1].[Cl:1][C:2]1[CH:3]=[C:4]([N:12]2[CH2:17][CH2:16][NH:15][CH2:14][CH2:13]2)[C:5]2[O:10][CH2:9][CH2:8][O:7][C:6]=2[CH:11]=1. The catalyst class is: 5. (9) Reactant: [C@@H:1]1([NH2:8])[CH2:6][CH2:5][CH2:4][CH2:3][C@H:2]1[NH2:7].[Cl:9][C:10]1[N:15]=[C:14](Cl)[C:13]([Cl:17])=[CH:12][N:11]=1.C(N(CC)CC)C.[F:25][C:26]([F:37])([F:36])[C:27](O[C:27](=[O:28])[C:26]([F:37])([F:36])[F:25])=[O:28]. Product: [Cl:9][C:10]1[N:15]=[C:14]([NH:7][C@@H:2]2[CH2:3][CH2:4][CH2:5][CH2:6][C@H:1]2[NH:8][C:27](=[O:28])[C:26]([F:37])([F:36])[F:25])[C:13]([Cl:17])=[CH:12][N:11]=1. The catalyst class is: 7.